From a dataset of Full USPTO retrosynthesis dataset with 1.9M reactions from patents (1976-2016). Predict the reactants needed to synthesize the given product. Given the product [C:1]([C:3]1([C:12]([O:14][CH2:15][CH3:18])=[O:13])[CH:5]=[C:4]1[C:6]1[CH:11]=[CH:10][CH:9]=[C:8]([NH2:23])[CH:7]=1)#[N:2], predict the reactants needed to synthesize it. The reactants are: [C:1]([C:3]1([C:12]([O:14][C:15]([CH3:18])(C)C)=[O:13])[CH:5]=[C:4]1[C:6]1[CH:11]=[CH:10][CH:9]=[CH:8][CH:7]=1)#[N:2].C1CCN2C(=[N:23]CCC2)CC1.C(S)CC.